This data is from Full USPTO retrosynthesis dataset with 1.9M reactions from patents (1976-2016). The task is: Predict the reactants needed to synthesize the given product. Given the product [Br:1][C:2]1[CH:3]=[CH:4][C:5]([C:8]2([CH3:11])[O:9][C:13]3=[N:14][C:15]([N+:18]([O-:20])=[O:19])=[CH:16][N:17]3[CH2:10]2)=[CH:6][CH:7]=1, predict the reactants needed to synthesize it. The reactants are: [Br:1][C:2]1[CH:7]=[CH:6][C:5]([C:8]2([CH3:11])[CH2:10][O:9]2)=[CH:4][CH:3]=1.Br[C:13]1[NH:14][C:15]([N+:18]([O-:20])=[O:19])=[CH:16][N:17]=1.